Dataset: Full USPTO retrosynthesis dataset with 1.9M reactions from patents (1976-2016). Task: Predict the reactants needed to synthesize the given product. (1) Given the product [F:35][C:36]1[CH:37]=[C:38]([CH:42]2[CH2:47][C:46](=[O:48])[CH2:45][CH2:44][N:43]2[C:49]([N:11]2[CH2:12][C:13]3[CH:18]=[C:17]([C:19]4[CH:20]=[C:21]5[N:27]([C:28]([O:30][CH2:31][CH:32]([CH3:34])[CH3:33])=[O:29])[CH:26]=[N:25][C:22]5=[N:23][CH:24]=4)[CH:16]=[CH:15][C:14]=3[O:8][CH2:9][CH2:10]2)=[O:50])[CH:39]=[CH:40][CH:41]=1, predict the reactants needed to synthesize it. The reactants are: FC(F)(F)C(O)=O.[O:8]1[C:14]2[CH:15]=[CH:16][C:17]([C:19]3[CH:20]=[C:21]4[N:27]([C:28]([O:30][CH2:31][CH:32]([CH3:34])[CH3:33])=[O:29])[CH:26]=[N:25][C:22]4=[N:23][CH:24]=3)=[CH:18][C:13]=2[CH2:12][NH:11][CH2:10][CH2:9]1.[F:35][C:36]1[CH:37]=[C:38]([CH:42]2[CH2:47][C:46](=[O:48])[CH2:45][CH2:44][N:43]2[C:49](Cl)=[O:50])[CH:39]=[CH:40][CH:41]=1.C(N(C(C)C)CC)(C)C. (2) Given the product [CH2:1]([O:8][C:9]1[CH:18]=[CH:17][CH:16]=[C:15]2[C:10]=1[CH2:11][CH2:12][CH2:13][CH:14]2[C:19]([N:30]([CH2:29][C:27]1[CH:26]=[N:25][N:24]([CH2:22][CH3:23])[CH:28]=1)[C:31]1[CH:36]=[CH:35][C:34]([CH:37]([CH3:38])[CH3:39])=[CH:33][CH:32]=1)=[O:20])[C:2]1[CH:7]=[CH:6][CH:5]=[CH:4][CH:3]=1, predict the reactants needed to synthesize it. The reactants are: [CH2:1]([O:8][C:9]1[CH:18]=[CH:17][CH:16]=[C:15]2[C:10]=1[CH2:11][CH2:12][CH2:13][CH:14]2[C:19](O)=[O:20])[C:2]1[CH:7]=[CH:6][CH:5]=[CH:4][CH:3]=1.[CH2:22]([N:24]1[CH:28]=[C:27]([CH2:29][NH:30][C:31]2[CH:36]=[CH:35][C:34]([CH:37]([CH3:39])[CH3:38])=[CH:33][CH:32]=2)[CH:26]=[N:25]1)[CH3:23].